Dataset: Catalyst prediction with 721,799 reactions and 888 catalyst types from USPTO. Task: Predict which catalyst facilitates the given reaction. Reactant: [CH3:1][CH2:2][CH2:3][CH:4]1[O:24][C@:23]2([C:25]([CH2:27][OH:28])=[O:26])[C@@H:6]([CH2:7][C@@H:8]3[C@:22]2([CH3:29])[CH2:21][C@H:20]([OH:30])[C@H:19]2[C@H:9]3[CH2:10][CH2:11][C:12]3[C@:18]2([CH3:31])[CH:17]=[CH:16][C:14](=[O:15])[CH:13]=3)[O:5]1.ClC([O-])=[O:34].CCN(CC)CC.O. The catalyst class is: 2. Product: [CH3:1][CH2:2][CH2:3][CH:4]1[O:24][C@:23]2([C:25]([CH2:27][OH:28])=[O:26])[C@@H:6]([CH2:7][C@@H:8]3[C@:22]2([CH3:29])[CH2:21][C@H:20]([OH:30])[C@H:19]2[C@H:9]3[CH2:10][CH2:11][C:12]3[C@:18]2([CH3:31])[CH:17]=[CH:16][C:14](=[O:15])[CH:13]=3)[O:5]1.[CH2:23]([O:24][C:4](=[O:5])[O-:34])[CH2:6][CH2:7][CH2:8][CH2:22][CH2:21][CH2:20][CH2:19][CH2:9][CH2:10][CH2:11][CH2:12][CH2:18][CH2:17][CH2:16][CH3:14].